From a dataset of Full USPTO retrosynthesis dataset with 1.9M reactions from patents (1976-2016). Predict the reactants needed to synthesize the given product. (1) The reactants are: [N:1]([CH2:4][CH2:5][O:6][CH2:7][CH2:8][O:9][CH2:10][CH2:11][O:12][CH2:13][CH2:14][NH2:15])=[N+:2]=[N-:3].[F:16][C:17]1[CH:32]=[CH:31][C:20]([C:21](ON2C(=O)CCC2=O)=[O:22])=[CH:19][CH:18]=1. Given the product [N:1]([CH2:4][CH2:5][O:6][CH2:7][CH2:8][O:9][CH2:10][CH2:11][O:12][CH2:13][CH2:14][NH:15][C:21](=[O:22])[C:20]1[CH:31]=[CH:32][C:17]([F:16])=[CH:18][CH:19]=1)=[N+:2]=[N-:3], predict the reactants needed to synthesize it. (2) Given the product [NH2:1][C:2]1[CH:3]=[C:4]([CH:17]=[CH:18][C:19]=1[Cl:20])[C:5]([NH:29][C@@H:27]([C:21]1[CH:26]=[CH:25][CH:24]=[CH:23][CH:22]=1)[CH3:28])=[O:7], predict the reactants needed to synthesize it. The reactants are: [NH2:1][C:2]1[CH:3]=[C:4]([CH:17]=[CH:18][C:19]=1[Cl:20])[C:5]([O:7]N1C2C=CC=CC=2N=N1)=O.[C:21]1([C@H:27]([NH2:29])[CH3:28])[CH:26]=[CH:25][CH:24]=[CH:23][CH:22]=1.C(N(CC)CC)C.CN(C)C=O. (3) The reactants are: F[B-](F)(F)F.N1(OC(N(C)C)=[N+](C)C)C2C=CC=CC=2N=N1.[O:23]1[C:27]([C:28]2[CH:36]=[CH:35][C:31]([C:32]([OH:34])=O)=[CH:30][CH:29]=2)=[CH:26][N:25]=[CH:24]1.C(N(CC)C(C)C)(C)C.C(OC([N:53]1[CH2:58][CH2:57][CH:56]([NH:59][CH:60]2[CH2:62][CH2:61]2)[CH2:55][CH2:54]1)=O)(C)(C)C.C. Given the product [CH:60]1([N:59]([CH:56]2[CH2:57][CH2:58][NH:53][CH2:54][CH2:55]2)[C:32](=[O:34])[C:31]2[CH:30]=[CH:29][C:28]([C:27]3[O:23][CH:24]=[N:25][CH:26]=3)=[CH:36][CH:35]=2)[CH2:62][CH2:61]1, predict the reactants needed to synthesize it. (4) Given the product [Br:40][C:41]1[CH:46]=[C:45]([C:47]([F:48])([F:49])[F:50])[CH:44]=[CH:43][C:42]=1[C:12]1[CH:13]=[CH:14][CH:15]=[C:16]2[C:17]=1[CH:18]=[CH:19][C:10]([S:7]([N:6]([CH2:5][C:4]1[CH:34]=[CH:35][C:36]([O:38][CH3:39])=[CH:37][C:3]=1[O:2][CH3:1])[C:29]1[S:33][N:32]=[CH:31][N:30]=1)(=[O:9])=[O:8])=[CH:11]2, predict the reactants needed to synthesize it. The reactants are: [CH3:1][O:2][C:3]1[CH:37]=[C:36]([O:38][CH3:39])[CH:35]=[CH:34][C:4]=1[CH2:5][N:6]([C:29]1[S:33][N:32]=[CH:31][N:30]=1)[S:7]([C:10]1[CH:19]=[CH:18][C:17]2[C:12](=[CH:13][CH:14]=[CH:15][C:16]=2B2OC(C)(C)C(C)(C)O2)[CH:11]=1)(=[O:9])=[O:8].[Br:40][C:41]1[CH:46]=[C:45]([C:47]([F:50])([F:49])[F:48])[CH:44]=[CH:43][C:42]=1I.C(=O)([O-])[O-].[Na+].[Na+].